Dataset: Reaction yield outcomes from USPTO patents with 853,638 reactions. Task: Predict the reaction yield, written as a fraction of the theoretical maximum amount of product (1.0 means a 100% yield; for example, 0.34 means a 34% yield). (1) The reactants are [NH2:1][C:2]1[CH:10]=[CH:9][C:5]([C:6]([OH:8])=[O:7])=[CH:4][CH:3]=1.[N+]([C:14]1[CH:19]=CC(O)=C[CH:15]=1)([O-])=O.S(=O)(=O)(O)O.OCC(CO)O.[OH-].[Na+]. No catalyst specified. The product is [N:1]1[C:2]2[C:10](=[CH:9][C:5]([C:6]([OH:8])=[O:7])=[CH:4][CH:3]=2)[CH:19]=[CH:14][CH:15]=1. The yield is 0.560. (2) The reactants are Cl[CH2:2][CH2:3][N:4]1[C:16]2[C:15]3[N:14]=[C:13]([NH:17][C:18]4[CH:23]=[C:22]([N:24]5[CH2:29][CH2:28][N:27]([CH3:30])[CH2:26][CH2:25]5)[CH:21]=[CH:20][C:19]=4[O:31][C:32]([F:35])([F:34])[F:33])[N:12]=[CH:11][C:10]=3[CH2:9][CH2:8][C:7]=2[C:6]([C:36]([NH2:38])=[O:37])=[N:5]1.C1CCN2C(=NCCC2)CC1. The catalyst is O. The product is [CH3:30][N:27]1[CH2:28][CH2:29][N:24]([C:22]2[CH:21]=[CH:20][C:19]([O:31][C:32]([F:35])([F:34])[F:33])=[C:18]([NH:17][C:13]3[N:12]=[CH:11][C:10]4[CH2:9][CH2:8][C:7]5[C:6]([C:36]([NH2:38])=[O:37])=[N:5][N:4]([CH:3]=[CH2:2])[C:16]=5[C:15]=4[N:14]=3)[CH:23]=2)[CH2:25][CH2:26]1. The yield is 0.710. (3) The reactants are [C:1]([O:5][C:6](=[O:17])[NH:7][C@H:8]1[CH2:13][CH2:12][CH2:11][C@@H:10]([C:14](=O)[NH2:15])[CH2:9]1)([CH3:4])([CH3:3])[CH3:2].C(N(CC)CC)C.C(OC(C(F)(F)F)=O)(C(F)(F)F)=O. The catalyst is ClCCl.O. The product is [C:1]([O:5][C:6](=[O:17])[NH:7][C@H:8]1[CH2:13][CH2:12][CH2:11][C@@H:10]([C:14]#[N:15])[CH2:9]1)([CH3:4])([CH3:2])[CH3:3]. The yield is 0.870. (4) The reactants are [CH3:1][C@H:2]1[C@H:28]([CH3:29])[C@@H:27]2[C@@:5]([C:31]([OH:33])=[O:32])([CH2:6][CH2:7][C@@:8]3([CH3:30])[C@:13]4([CH3:26])[CH2:14][CH2:15][C@H:16]5[C:21]([CH3:23])([CH3:22])[C@@H:20]([OH:24])[CH2:19][CH2:18][C@:17]5([CH3:25])[C@H:12]4[CH2:11][CH:10]=[C:9]32)[CH2:4][CH2:3]1.CC(OI1(OC(C)=O)(OC(C)=O)OC(=O)C2C=CC=CC1=2)=O. The catalyst is C(Cl)Cl. The product is [CH3:29][CH:28]1[CH:27]2[C@@:5]([C:31]([OH:33])=[O:32])([CH2:6][CH2:7][C@:8]3([CH3:30])[C:9]2=[CH:10][CH2:11][CH:12]2[C@@:13]3([CH3:26])[CH2:14][CH2:15][CH:16]3[C@:17]2([CH3:25])[CH2:18][CH2:19][C:20](=[O:24])[C:21]3([CH3:22])[CH3:23])[CH2:4][CH2:3][CH:2]1[CH3:1]. The yield is 0.920. (5) The reactants are [NH2:1][C:2]1[N:7]=[CH:6][N:5]=[C:4]2[N:8]([C@@H:12]3[CH2:17][CH2:16][CH2:15][N:14]([C:18]([O:20][C:21]([CH3:24])([CH3:23])[CH3:22])=[O:19])[CH2:13]3)[N:9]=[C:10](I)[C:3]=12.[F:25][C:26]1[CH:27]=[C:28]([CH:45]=[CH:46][CH:47]=1)[O:29][C:30]1[CH:35]=[CH:34][C:33](B2OC(C)(C)C(C)(C)O2)=[CH:32][CH:31]=1.C(=O)([O-])[O-].[Na+].[Na+].COCCOC. The catalyst is C1C=CC([P]([Pd]([P](C2C=CC=CC=2)(C2C=CC=CC=2)C2C=CC=CC=2)([P](C2C=CC=CC=2)(C2C=CC=CC=2)C2C=CC=CC=2)[P](C2C=CC=CC=2)(C2C=CC=CC=2)C2C=CC=CC=2)(C2C=CC=CC=2)C2C=CC=CC=2)=CC=1.O. The product is [NH2:1][C:2]1[N:7]=[CH:6][N:5]=[C:4]2[N:8]([C@@H:12]3[CH2:17][CH2:16][CH2:15][N:14]([C:18]([O:20][C:21]([CH3:24])([CH3:23])[CH3:22])=[O:19])[CH2:13]3)[N:9]=[C:10]([C:33]3[CH:32]=[CH:31][C:30]([O:29][C:28]4[CH:45]=[CH:46][CH:47]=[C:26]([F:25])[CH:27]=4)=[CH:35][CH:34]=3)[C:3]=12. The yield is 0.760. (6) The reactants are [N:1]1[CH:6]=[CH:5][CH:4]=[CH:3][C:2]=1[NH:7][CH2:8][CH2:9][CH2:10][O:11][C:12]1[CH:13]=[CH:14][C:15]2[CH2:21][C@H:20]([CH2:22][C:23]([O:25]CC)=[O:24])[C:19]3[CH:28]=[CH:29][CH:30]=[CH:31][C:18]=3[CH2:17][C:16]=2[CH:32]=1.[OH-].[Na+]. The catalyst is CCO. The product is [N:1]1[CH:6]=[CH:5][CH:4]=[CH:3][C:2]=1[NH:7][CH2:8][CH2:9][CH2:10][O:11][C:12]1[CH:13]=[CH:14][C:15]2[CH2:21][C@H:20]([CH2:22][C:23]([OH:25])=[O:24])[C:19]3[CH:28]=[CH:29][CH:30]=[CH:31][C:18]=3[CH2:17][C:16]=2[CH:32]=1. The yield is 0.960. (7) The reactants are [N+:1]([CH2:4][CH:5]([C:12]1[CH:16]=[CH:15][S:14][CH:13]=1)[CH2:6][C:7]([O:9]CC)=[O:8])([O-:3])=[O:2].[OH-].[Na+].Cl. The catalyst is CO. The product is [N+:1]([CH2:4][CH:5]([C:12]1[CH:16]=[CH:15][S:14][CH:13]=1)[CH2:6][C:7]([OH:9])=[O:8])([O-:3])=[O:2]. The yield is 0.870. (8) The reactants are [N:1]([C@H:4]1[CH2:13][CH2:12][CH2:11][C:10]2[C:9]([C:14]#[N:15])=[CH:8][CH:7]=[CH:6][C:5]1=2)=[N+]=[N-].[CH3:16][C:17]([O:20][C:21](O[C:21]([O:20][C:17]([CH3:19])([CH3:18])[CH3:16])=[O:22])=[O:22])([CH3:19])[CH3:18].CCN(CC)CC. The catalyst is CO.[Pd]. The product is [C:14]([C:9]1[CH:8]=[CH:7][CH:6]=[C:5]2[C:10]=1[CH2:11][CH2:12][CH2:13][C@@H:4]2[NH:1][C:21](=[O:22])[O:20][C:17]([CH3:19])([CH3:18])[CH3:16])#[N:15]. The yield is 0.810. (9) The reactants are [N:1]1[CH:6]=[CH:5][N:4]=[CH:3][C:2]=1[C:7]1[N:11]2[CH2:12][CH2:13][N:14](C(OC(C)(C)C)=O)[CH2:15][C:10]2=[N:9][N:8]=1.Cl.CCO. The catalyst is C(Cl)Cl. The product is [N:1]1[CH:6]=[CH:5][N:4]=[CH:3][C:2]=1[C:7]1[N:11]2[CH2:12][CH2:13][NH:14][CH2:15][C:10]2=[N:9][N:8]=1. The yield is 0.610.